This data is from Full USPTO retrosynthesis dataset with 1.9M reactions from patents (1976-2016). The task is: Predict the reactants needed to synthesize the given product. The reactants are: [Cl:1][C:2]1[CH:3]=[C:4]2[C:12](=[C:13]([NH2:18])[C:14]=1[S:15][CH2:16][CH3:17])[NH:11][C:10]1[CH:9]=[N:8][CH:7]=[CH:6][C:5]2=1.[CH3:19][C:20]1[N:28]=[CH:27][CH:26]=[CH:25][C:21]=1[C:22](O)=[O:23].Cl.CN(C)CCCN=C=NCC.O. Given the product [Cl:1][C:2]1[CH:3]=[C:4]2[C:12](=[C:13]([NH:18][C:22](=[O:23])[C:21]3[CH:25]=[CH:26][CH:27]=[N:28][C:20]=3[CH3:19])[C:14]=1[S:15][CH2:16][CH3:17])[NH:11][C:10]1[CH:9]=[N:8][CH:7]=[CH:6][C:5]2=1, predict the reactants needed to synthesize it.